From a dataset of Catalyst prediction with 721,799 reactions and 888 catalyst types from USPTO. Predict which catalyst facilitates the given reaction. Reactant: [F:1][C:2]1[C:10]([F:11])=[C:9]([F:12])[CH:8]=[CH:7][C:3]=1[C:4](Cl)=[O:5].[Si:13]([O:20][CH2:21][CH2:22][NH:23][CH3:24])([C:16]([CH3:19])([CH3:18])[CH3:17])([CH3:15])[CH3:14]. Product: [CH3:19][C:16]([Si:13]([CH3:14])([CH3:15])[O:20][CH2:21][CH2:22][N:23]([CH3:24])[C:4](=[O:5])[C:3]1[CH:7]=[CH:8][C:9]([F:12])=[C:10]([F:11])[C:2]=1[F:1])([CH3:17])[CH3:18]. The catalyst class is: 797.